Dataset: Reaction yield outcomes from USPTO patents with 853,638 reactions. Task: Predict the reaction yield, written as a fraction of the theoretical maximum amount of product (1.0 means a 100% yield; for example, 0.34 means a 34% yield). (1) The product is [CH3:29][N:21]1[C:22]([C:23]2[CH:28]=[CH:27][N:26]=[CH:25][CH:24]=2)=[C:32]([C:33]2[CH:38]=[CH:37][CH:36]=[CH:35][CH:34]=2)[N:39]=[C:19]1[C:18]1[CH:30]=[CH:31][C:15]([O:14][CH3:13])=[CH:16][CH:17]=1. The catalyst is C1COCC1. The yield is 0.170. The reactants are C(NC(C)C)(C)C.C([Li])CCC.[CH3:13][O:14][C:15]1[CH:31]=[CH:30][C:18]([C:19]([N:21]([CH3:29])[CH2:22][C:23]2[CH:28]=[CH:27][N:26]=[CH:25][CH:24]=2)=O)=[CH:17][CH:16]=1.[C:32](#[N:39])[C:33]1[CH:38]=[CH:37][CH:36]=[CH:35][CH:34]=1.[NH4+].[Cl-]. (2) The product is [Br:19][C:20]1[CH:25]=[CH:24][CH:23]=[CH:22][C:21]=1[NH:26][C:27](=[O:30])[CH2:28][S:7][C:4]1[N:3]([C:8]2[C:17]3[C:12](=[CH:13][CH:14]=[CH:15][CH:16]=3)[C:11]([CH3:18])=[CH:10][CH:9]=2)[C:2]([CH3:1])=[N:6][N:5]=1. The catalyst is C(N)=O. The reactants are [CH3:1][C:2]1[N:3]([C:8]2[C:17]3[C:12](=[CH:13][CH:14]=[CH:15][CH:16]=3)[C:11]([CH3:18])=[CH:10][CH:9]=2)[C:4]([SH:7])=[N:5][N:6]=1.[Br:19][C:20]1[CH:25]=[CH:24][CH:23]=[CH:22][C:21]=1[NH:26][C:27](=[O:30])[CH2:28]Cl.C(=O)([O-])[O-].[K+].[K+].O. The yield is 0.870.